The task is: Predict the reactants needed to synthesize the given product.. This data is from Full USPTO retrosynthesis dataset with 1.9M reactions from patents (1976-2016). (1) Given the product [C:49]([O:53][C:54]([NH:56][CH2:57][CH2:58][O:47][C:45](=[O:48])[CH2:46][CH2:105][NH:102][C:103]([CH:16]1[CH2:15][CH2:14][C:13]2[C:18](=[C:19]([CH2:20][CH2:21][CH3:22])[C:10]([O:9][CH2:8][CH2:7][CH2:6][O:5][C:4]3[CH:26]=[C:27]([O:82][CH2:78][C:66]4[CH:74]=[CH:70][CH:69]=[CH:68][CH:67]=4)[C:28]([C:30]4[CH:31]=[CH:32][C:33]([F:36])=[CH:34][CH:35]=4)=[CH:29][C:3]=3[CH2:112][CH3:113])=[CH:11][CH:12]=2)[O:17]1)=[O:118])=[O:55])([CH3:50])([CH3:51])[CH3:52], predict the reactants needed to synthesize it. The reactants are: C([C:3]1[CH:29]=[C:28]([C:30]2[CH:35]=[CH:34][C:33]([F:36])=[CH:32][CH:31]=2)[C:27](OCC2C=CC=CC=2)=[CH:26][C:4]=1[O:5][CH2:6][CH2:7][CH2:8][O:9][C:10]1[C:19]([CH2:20][CH2:21][CH3:22])=[C:18]2[C:13]([CH2:14][CH2:15][CH:16](C(O)=O)[O:17]2)=[CH:12][CH:11]=1)C.[C:45]([OH:48])(=[O:47])[CH3:46].[C:49]([O:53][C:54]([NH:56][CH2:57][CH2:58]C(CN)C(O)=O)=[O:55])([CH3:52])([CH3:51])[CH3:50].O[C:66]1[C:74]2N=NN[C:70]=2[CH:69]=[CH:68][CH:67]=1.CN([C:78]([O:82]N1N=NC2C=CC=CC1=2)=[N+](C)C)C.F[P-](F)(F)(F)(F)F.C([N:102]([CH:105](C)C)[CH2:103]C)(C)C.C1C=CC2N(O)N=N[C:112]=2[CH:113]=1.[OH2:118]. (2) Given the product [Br:22][C:10]1[CH:9]=[C:8]2[C:13]([NH:14][C:15]3[C:7]2=[C:6]2[CH:1]=[CH:2][CH:3]=[CH:4][C:5]2=[CH:17][CH:16]=3)=[C:12]2[CH:18]=[CH:19][CH:20]=[CH:21][C:11]=12, predict the reactants needed to synthesize it. The reactants are: [CH:1]1[C:6]2=[C:7]3[C:15](=[CH:16][CH:17]=[C:5]2[CH:4]=[CH:3][CH:2]=1)[NH:14][C:13]1[C:8]3=[CH:9][CH:10]=[C:11]2[CH:21]=[CH:20][CH:19]=[CH:18][C:12]2=1.[Br:22]Br.O. (3) Given the product [CH3:1][C:2]1[O:6][C:5]([C:7]2[CH:8]=[CH:9][C:10]3[O:14][CH:13]=[C:12]([C:15]([N:25]4[CH2:30][CH2:29][O:28][CH2:27][CH2:26]4)=[O:17])[C:11]=3[CH:18]=2)=[N:4][N:3]=1, predict the reactants needed to synthesize it. The reactants are: [CH3:1][C:2]1[O:6][C:5]([C:7]2[CH:8]=[CH:9][C:10]3[O:14][CH:13]=[C:12]([C:15]([OH:17])=O)[C:11]=3[CH:18]=2)=[N:4][N:3]=1.C(Cl)(=O)C(Cl)=O.[NH:25]1[CH2:30][CH2:29][O:28][CH2:27][CH2:26]1.C(=O)([O-])O.[Na+]. (4) Given the product [CH:28]1([C:26]([C@H:22]2[C@H:21]([CH3:31])[CH2:20][C@H:19]3[C@H:18]4[C:9]([C@@H:8]([C:5]5[CH:6]=[CH:7][C:2]([C:38]6[CH:39]=[N:40][C:35]([O:34][CH3:33])=[CH:36][CH:37]=6)=[CH:3][CH:4]=5)[CH2:25][C@:23]23[CH3:24])=[C:10]2[C:15](=[CH:14][C:13](=[O:32])[CH2:12][CH2:11]2)[CH2:16][CH2:17]4)=[O:27])[CH2:30][CH2:29]1, predict the reactants needed to synthesize it. The reactants are: Br[C:2]1[CH:7]=[CH:6][C:5]([C@H:8]2[CH2:25][C@@:23]3([CH3:24])[C@@H:19]([CH2:20][C@@H:21]([CH3:31])[C@@H:22]3[C:26]([CH:28]3[CH2:30][CH2:29]3)=[O:27])[C@H:18]3[C:9]2=[C:10]2[C:15]([CH2:16][CH2:17]3)=[CH:14][C:13](=[O:32])[CH2:12][CH2:11]2)=[CH:4][CH:3]=1.[CH3:33][O:34][C:35]1[N:40]=[CH:39][C:38](B(O)O)=[CH:37][CH:36]=1. (5) The reactants are: [CH3:1][C:2]1[CH:7]=[CH:6][C:5]([C:8]2[N:16]3[C:11]([CH:12]=[N:13][C:14]([S:17][CH3:18])=[N:15]3)=[CH:10][CH:9]=2)=[C:4]([N+:19]([O-])=O)[CH:3]=1.[Cl-].[NH4+].C(O)C.O. Given the product [CH3:1][C:2]1[CH:7]=[CH:6][C:5]([C:8]2[N:16]3[C:11]([CH:12]=[N:13][C:14]([S:17][CH3:18])=[N:15]3)=[CH:10][CH:9]=2)=[C:4]([NH2:19])[CH:3]=1, predict the reactants needed to synthesize it. (6) Given the product [CH3:19][N:17]1[CH:18]=[C:14]([C:11]2[CH:10]=[N:9][C:8]([C:4]3[CH:5]=[CH:6][CH:7]=[C:2]([B:35]4[O:39][C:38]([CH3:41])([CH3:40])[C:37]([CH3:43])([CH3:42])[O:36]4)[CH:3]=3)=[N:13][CH:12]=2)[CH:15]=[N:16]1, predict the reactants needed to synthesize it. The reactants are: Cl[C:2]1[CH:3]=[C:4]([C:8]2[N:13]=[CH:12][C:11]([C:14]3[CH:15]=[N:16][N:17]([CH3:19])[CH:18]=3)=[CH:10][N:9]=2)[CH:5]=[CH:6][CH:7]=1.C(OC1C=NC(C2C=CC=C([B:35]3[O:39][C:38]([CH3:41])([CH3:40])[C:37]([CH3:43])([CH3:42])[O:36]3)C=2)=NC=1)C. (7) Given the product [C:38]([Si:25]([C:32]1[CH:33]=[CH:34][CH:35]=[CH:36][CH:37]=1)([C:26]1[CH:27]=[CH:28][CH:29]=[CH:30][CH:31]=1)[O:24][C@H:22]1[CH2:23][N:19]2[C:17](=[O:18])[N:16]([C:13]3[CH:14]=[CH:15][C:10]([O:9][C:8]([F:44])([F:45])[F:7])=[CH:11][CH:12]=3)[CH2:42][C@@H:20]2[CH2:21]1)([CH3:39])([CH3:41])[CH3:40], predict the reactants needed to synthesize it. The reactants are: CC([O-])(C)C.[K+].[F:7][C:8]([F:45])([F:44])[O:9][C:10]1[CH:15]=[CH:14][C:13]([NH:16][C:17]([N:19]2[CH2:23][C@H:22]([O:24][Si:25]([C:38]([CH3:41])([CH3:40])[CH3:39])([C:32]3[CH:37]=[CH:36][CH:35]=[CH:34][CH:33]=3)[C:26]3[CH:31]=[CH:30][CH:29]=[CH:28][CH:27]=3)[CH2:21][C@H:20]2[CH2:42]O)=[O:18])=[CH:12][CH:11]=1.S(Cl)(C1C=CC(C)=CC=1)(=O)=O.O.